Dataset: Full USPTO retrosynthesis dataset with 1.9M reactions from patents (1976-2016). Task: Predict the reactants needed to synthesize the given product. (1) Given the product [F:49][C:46]1[CH:45]=[CH:44][C:43]([C:40]2[NH:39][C:38]([C@@H:34]3[CH2:35][CH2:36][CH2:37][N:33]3[C:31]([C@:14]34[CH2:26][CH2:25][C@@H:24]([C:27]5([CH3:30])[CH2:29][CH2:28]5)[CH:15]3[C@@H:16]3[C@@:11]([CH3:50])([CH2:12][CH2:13]4)[C@@:10]4([CH3:51])[C@@H:19]([C@:20]5([CH3:23])[C@@H:7]([CH2:8][CH2:9]4)[C:6]([CH3:52])([CH3:53])[C@@H:5]([OH:4])[CH2:22][CH2:21]5)[CH2:18][CH2:17]3)=[O:32])=[N:42][CH:41]=2)=[CH:48][CH:47]=1, predict the reactants needed to synthesize it. The reactants are: C([O:4][C@H:5]1[CH2:22][CH2:21][C@@:20]2([CH3:23])[C@@H:7]([CH2:8][CH2:9][C@:10]3([CH3:51])[C@@H:19]2[CH2:18][CH2:17][C@H:16]2[C@@:11]3([CH3:50])[CH2:12][CH2:13][C@@:14]3([C:31]([N:33]4[CH2:37][CH2:36][CH2:35][C@H:34]4[C:38]4[NH:39][C:40]([C:43]5[CH:48]=[CH:47][C:46]([F:49])=[CH:45][CH:44]=5)=[CH:41][N:42]=4)=[O:32])[CH2:26][CH2:25][C@@H:24]([C:27]4([CH3:30])[CH2:29][CH2:28]4)[C@@H:15]32)[C:6]1([CH3:53])[CH3:52])(=O)C.C(=O)([O-])[O-].[K+].[K+]. (2) Given the product [Cl:1][C:2]1[N:7]=[N:6][C:5]([C:8]([NH2:23])=[O:9])=[C:4]([NH:13][C:14]2[CH:19]=[CH:18][CH:17]=[C:16]([CH:20]3[CH2:22][CH2:21]3)[N:15]=2)[CH:3]=1, predict the reactants needed to synthesize it. The reactants are: [Cl:1][C:2]1[N:7]=[N:6][C:5]([C:8](OCC)=[O:9])=[C:4]([NH:13][C:14]2[CH:19]=[CH:18][CH:17]=[C:16]([CH:20]3[CH2:22][CH2:21]3)[N:15]=2)[CH:3]=1.[NH3:23]. (3) Given the product [CH3:1][CH:2]1[N:7]([C:8]2[NH:9][C:10]3[C:16]([C:17]4[CH:22]=[CH:21][C:20]([C:23]([F:26])([F:25])[F:24])=[CH:19][CH:18]=4)=[CH:15][C:14]([C:27]([F:29])([F:30])[F:28])=[CH:13][C:11]=3[N:12]=2)[CH2:6][CH2:5][N:4]([C:31]2[N:36]=[CH:35][C:34]([CH:37]=[O:38])=[CH:33][C:32]=2[C:39]([F:42])([F:40])[F:41])[CH2:3]1, predict the reactants needed to synthesize it. The reactants are: [CH3:1][C@H:2]1[N:7]([C:8]2[NH:12][C:11]3[CH:13]=[C:14]([C:27]([F:30])([F:29])[F:28])[CH:15]=[C:16]([C:17]4[CH:22]=[CH:21][C:20]([C:23]([F:26])([F:25])[F:24])=[CH:19][CH:18]=4)[C:10]=3[N:9]=2)[CH2:6][CH2:5][N:4]([C:31]2[N:36]=[CH:35][C:34]([CH2:37][OH:38])=[CH:33][C:32]=2[C:39]([F:42])([F:41])[F:40])[CH2:3]1. (4) Given the product [ClH:1].[Cl:1][C:2]1[C:3]([CH3:12])=[C:4]([S:8]([N:13]2[C:21]3[CH:20]=[CH:19][N:18]=[C:17]([N:22]4[CH2:23][CH2:24][NH:25][CH2:26][CH2:27]4)[C:16]=3[CH:15]=[CH:14]2)(=[O:10])=[O:9])[CH:5]=[CH:6][CH:7]=1, predict the reactants needed to synthesize it. The reactants are: [Cl:1][C:2]1[C:3]([CH3:12])=[C:4]([S:8](Cl)(=[O:10])=[O:9])[CH:5]=[CH:6][CH:7]=1.[NH:13]1[C:21]2[CH:20]=[CH:19][N:18]=[C:17]([N:22]3[CH2:27][CH2:26][N:25](C(OC(C)(C)C)=O)[CH2:24][CH2:23]3)[C:16]=2[CH:15]=[CH:14]1.